From a dataset of Full USPTO retrosynthesis dataset with 1.9M reactions from patents (1976-2016). Predict the reactants needed to synthesize the given product. (1) Given the product [Cl:24][C:25]1[C:30]([C:31]2[O:15][N:14]=[C:13]([CH2:12][N:8]3[C:9]4[C:5](=[C:4]([C:20]([F:22])([F:23])[F:21])[C:3]([C:1]#[N:2])=[CH:11][CH:10]=4)[CH:6]=[C:7]3[CH2:17][CH2:18][CH3:19])[N:16]=2)=[CH:29][C:28]([Cl:34])=[CH:27][N:26]=1, predict the reactants needed to synthesize it. The reactants are: [C:1]([C:3]1[C:4]([C:20]([F:23])([F:22])[F:21])=[C:5]2[C:9](=[CH:10][CH:11]=1)[N:8]([CH2:12][C:13](=[NH:16])[NH:14][OH:15])[C:7]([CH2:17][CH2:18][CH3:19])=[CH:6]2)#[N:2].[Cl:24][C:25]1[C:30]([C:31](Cl)=O)=[CH:29][C:28]([Cl:34])=[CH:27][N:26]=1.C(N(CC)CC)C. (2) Given the product [CH3:1][O:2][C:3]([C:4]1[C:5]([CH3:6])=[N:19][O:16][C:8]=1[C:9]1[CH:14]=[CH:13][C:12]([Br:15])=[CH:11][CH:10]=1)=[O:17], predict the reactants needed to synthesize it. The reactants are: [CH3:1][O:2][C:3](=[O:17])[CH:4]([C:8](=[O:16])[C:9]1[CH:14]=[CH:13][C:12]([Br:15])=[CH:11][CH:10]=1)[C:5](=O)[CH3:6].Cl.[NH2:19]O.C([O-])(O)=O.[Na+]. (3) Given the product [CH2:1]([O:5][C:6]([NH:8][CH:9]([CH2:13][C:14]1([F:19])[CH2:15][CH2:16][CH2:17][CH2:18]1)[C:10]([OH:12])=[O:11])=[O:7])[CH3:2], predict the reactants needed to synthesize it. The reactants are: [C:1]([O:5][C:6]([NH:8][CH:9]([CH2:13][C:14]1([F:19])[CH2:18][CH2:17][CH2:16][CH2:15]1)[C:10]([OH:12])=[O:11])=[O:7])(C)(C)[CH3:2].C([O-])(O)=O.[Na+].ClC(OCC)=O.C(O)(=O)CC(CC(O)=O)(C(O)=O)O. (4) Given the product [NH2:3][CH2:12][CH2:13][C:14]1[CH:15]=[C:16]([NH:24][C:25](=[O:31])[O:26][C:27]([CH3:29])([CH3:28])[CH3:30])[CH:17]=[C:18]([C:20]([F:23])([F:22])[F:21])[CH:19]=1, predict the reactants needed to synthesize it. The reactants are: O=C1C2C(=CC=CC=2)C(=O)[N:3]1[CH2:12][CH2:13][C:14]1[CH:15]=[C:16]([NH:24][C:25](=[O:31])[O:26][C:27]([CH3:30])([CH3:29])[CH3:28])[CH:17]=[C:18]([C:20]([F:23])([F:22])[F:21])[CH:19]=1.O.NN.